Dataset: Reaction yield outcomes from USPTO patents with 853,638 reactions. Task: Predict the reaction yield, written as a fraction of the theoretical maximum amount of product (1.0 means a 100% yield; for example, 0.34 means a 34% yield). (1) The reactants are C([O:3][C:4](=[O:39])[C:5]([O:8][C:9]1[CH:14]=[CH:13][C:12]([O:15][CH2:16][CH2:17][CH:18]([O:20][C:21]2[CH:26]=[CH:25][C:24]([CH2:27][CH2:28][CH2:29][CH3:30])=[CH:23][C:22]=2[C:31](=[O:38])[C:32]2[CH:37]=[CH:36][CH:35]=[CH:34][CH:33]=2)[CH3:19])=[CH:11][CH:10]=1)([CH3:7])[CH3:6])C.[OH-].[Na+].Cl. The catalyst is C(O)C.O. The product is [C:31]([C:22]1[CH:23]=[C:24]([CH2:27][CH2:28][CH2:29][CH3:30])[CH:25]=[CH:26][C:21]=1[O:20][CH:18]([CH3:19])[CH2:17][CH2:16][O:15][C:12]1[CH:11]=[CH:10][C:9]([O:8][C:5]([CH3:7])([CH3:6])[C:4]([OH:39])=[O:3])=[CH:14][CH:13]=1)(=[O:38])[C:32]1[CH:33]=[CH:34][CH:35]=[CH:36][CH:37]=1. The yield is 1.00. (2) The reactants are BrCCCC(OC)=O.C[O:10][C:11](=[O:43])[CH2:12][CH2:13][CH2:14][O:15][C:16]1[CH:25]=[CH:24][C:23]2[C:18](=[CH:19][CH:20]=[C:21](/[CH:26]=[CH:27]/[C:28]3[N:29]([CH2:41][CH3:42])[CH:30]=[C:31]([C:33]4[CH:38]=[CH:37][C:36]([Cl:39])=[CH:35][C:34]=4[Cl:40])[N:32]=3)[CH:22]=2)[CH:17]=1. No catalyst specified. The product is [Cl:40][C:34]1[CH:35]=[C:36]([Cl:39])[CH:37]=[CH:38][C:33]=1[C:31]1[N:32]=[C:28](/[CH:27]=[CH:26]/[C:21]2[CH:22]=[C:23]3[C:18](=[CH:19][CH:20]=2)[CH:17]=[C:16]([O:15][CH2:14][CH2:13][CH2:12][C:11]([OH:43])=[O:10])[CH:25]=[CH:24]3)[N:29]([CH2:41][CH3:42])[CH:30]=1. The yield is 0.660. (3) The reactants are Cl.[CH3:2][N:3]([CH2:5][C:6](Cl)=[O:7])[CH3:4].Cl.[Cl:10][C:11]1[C:12]([F:37])=[C:13]([CH:34]=[CH:35][CH:36]=1)[NH:14][C:15]1[C:24]2[C:19](=[CH:20][C:21]([O:32][CH3:33])=[C:22]([O:25][C@H:26]3[CH2:31][CH2:30][CH2:29][NH:28][CH2:27]3)[CH:23]=2)[N:18]=[CH:17][N:16]=1.C(N(C(C)C)CC)(C)C. The catalyst is C(Cl)Cl. The product is [Cl:10][C:11]1[C:12]([F:37])=[C:13]([CH:34]=[CH:35][CH:36]=1)[NH:14][C:15]1[C:24]2[C:19](=[CH:20][C:21]([O:32][CH3:33])=[C:22]([O:25][C@H:26]3[CH2:31][CH2:30][CH2:29][N:28]([C:6](=[O:7])[CH2:5][N:3]([CH3:4])[CH3:2])[CH2:27]3)[CH:23]=2)[N:18]=[CH:17][N:16]=1. The yield is 0.780. (4) The reactants are [F:1][C:2]1[CH:3]=[C:4]([CH:19]=[C:20]([F:22])[CH:21]=1)[C:5]([O:7][C:8]12[CH2:15][CH2:14][C:11]([C:16](O)=[O:17])([CH2:12][CH2:13]1)[CH2:10][CH2:9]2)=[O:6].B.C1COCC1.C([O-])(O)=O.[Na+]. The catalyst is C1COCC1. The product is [F:1][C:2]1[CH:3]=[C:4]([CH:19]=[C:20]([F:22])[CH:21]=1)[C:5]([O:7][C:8]12[CH2:9][CH2:10][C:11]([CH2:16][OH:17])([CH2:12][CH2:13]1)[CH2:14][CH2:15]2)=[O:6]. The yield is 0.470. (5) The reactants are [CH3:1][O:2][C:3](=[O:15])[CH2:4][C:5]1[CH:10]=[C:9]([CH:11]([CH3:13])[CH3:12])[CH:8]=[C:7](Br)[CH:6]=1.[B:16]1([B:16]2[O:20][C:19]([CH3:22])([CH3:21])[C:18]([CH3:24])([CH3:23])[O:17]2)[O:20][C:19]([CH3:22])([CH3:21])[C:18]([CH3:24])([CH3:23])[O:17]1.C(Cl)Cl.C([O-])(=O)C.[K+]. The catalyst is CS(C)=O. The product is [CH3:1][O:2][C:3](=[O:15])[CH2:4][C:5]1[CH:6]=[C:7]([B:16]2[O:20][C:19]([CH3:22])([CH3:21])[C:18]([CH3:24])([CH3:23])[O:17]2)[CH:8]=[C:9]([CH:11]([CH3:13])[CH3:12])[CH:10]=1. The yield is 0.830. (6) The reactants are [Br:1][C:2]1[CH:7]=[CH:6][C:5]([C:8]([C:10]2[C:14]3[CH:15]=[CH:16][CH:17]=[CH:18][C:13]=3[O:12][C:11]=2[CH2:19][CH2:20][CH2:21][CH3:22])=O)=[CH:4][CH:3]=1.[BH4-].[Na+].C([SiH](CC)CC)C.FC(F)(F)C(O)=O. The catalyst is C(O)C.O.CCOCC. The product is [Br:1][C:2]1[CH:7]=[CH:6][C:5]([CH2:8][C:10]2[C:14]3[CH:15]=[CH:16][CH:17]=[CH:18][C:13]=3[O:12][C:11]=2[CH2:19][CH2:20][CH2:21][CH3:22])=[CH:4][CH:3]=1. The yield is 0.630. (7) The reactants are [CH2:1]([N:3]1[C:7]([O:8][C:9]2[C:10]([NH:22][C:23]3[S:27][N:26]=[C:25]([C@H:28]4[C:32]([CH3:34])([CH3:33])[O:31]C(C)(C)[O:29]4)[N:24]=3)=[N:11][CH:12]=[C:13]([S:15][C:16]3[CH:21]=[CH:20][CH:19]=[CH:18][N:17]=3)[CH:14]=2)=[CH:6][CH:5]=[N:4]1)[CH3:2].O.Cl. The catalyst is CCO. The product is [CH2:1]([N:3]1[C:7]([O:8][C:9]2[C:10]([NH:22][C:23]3[S:27][N:26]=[C:25]([C@H:28]([OH:29])[C:32]([CH3:34])([OH:31])[CH3:33])[N:24]=3)=[N:11][CH:12]=[C:13]([S:15][C:16]3[CH:21]=[CH:20][CH:19]=[CH:18][N:17]=3)[CH:14]=2)=[CH:6][CH:5]=[N:4]1)[CH3:2]. The yield is 0.929.